Dataset: Full USPTO retrosynthesis dataset with 1.9M reactions from patents (1976-2016). Task: Predict the reactants needed to synthesize the given product. (1) The reactants are: [CH3:1][N:2]1[CH2:6][CH2:5][CH2:4][CH:3]1[CH2:7][O:8][C:9]1[CH:10]=[C:11]2[C:16](=[CH:17][CH:18]=1)[CH:15]=[C:14]([C:19]1[C:27]3[C:22](=[CH:23][CH:24]=[C:25]([C:28]#[N:29])[CH:26]=3)[N:21]([C@@H]3CCCCO3)[N:20]=1)[CH:13]=[CH:12]2.[ClH:36].[CH2:37]([OH:39])[CH3:38]. Given the product [ClH:36].[ClH:36].[CH2:37]([O:39][C:28]([C:25]1[CH:26]=[C:27]2[C:22](=[CH:23][CH:24]=1)[NH:21][N:20]=[C:19]2[C:14]1[CH:13]=[CH:12][C:11]2[C:16](=[CH:17][CH:18]=[C:9]([O:8][CH2:7][C@@H:3]3[CH2:4][CH2:5][CH2:6][N:2]3[CH3:1])[CH:10]=2)[CH:15]=1)=[NH:29])[CH3:38], predict the reactants needed to synthesize it. (2) Given the product [NH2:7][CH2:8][CH2:9][CH2:10][NH:11][C:12]([C:14]1[C:15]2[CH2:31][O:30][C:29]3[CH:28]=[C:27]([O:32][CH3:33])[C:26]([O:34][CH:35]([CH3:37])[CH3:36])=[CH:25][C:24]=3[C:16]=2[N:17]([C:19]2[CH:23]=[CH:22][S:21][CH:20]=2)[N:18]=1)=[O:13], predict the reactants needed to synthesize it. The reactants are: C(OC(=O)[NH:7][CH2:8][CH2:9][CH2:10][NH:11][C:12]([C:14]1[C:15]2[CH2:31][O:30][C:29]3[CH:28]=[C:27]([O:32][CH3:33])[C:26]([O:34][CH:35]([CH3:37])[CH3:36])=[CH:25][C:24]=3[C:16]=2[N:17]([C:19]2[CH:23]=[CH:22][S:21][CH:20]=2)[N:18]=1)=[O:13])(C)(C)C.CO.Cl.O1CCOCC1. (3) Given the product [ClH:1].[NH2:2][C@@H:3]1[C:9](=[O:10])[N:8]2[CH2:11][CH2:12][CH2:13][CH2:14][C@@H:7]2[CH2:6][CH2:5][CH2:4]1, predict the reactants needed to synthesize it. The reactants are: [ClH:1].[NH2:2][C@@H:3]1[C:9](=[O:10])[N:8]2[CH2:11][CH2:12][CH2:13][CH2:14][C@@H:7]2[CH:6]=[CH:5][CH2:4]1.[H][H]. (4) The reactants are: Cl[C:2]1[C:11]2[C:6](=[CH:7][CH:8]=[C:9]([C:12]3[CH:17]=[CH:16][C:15]([F:18])=[CH:14][CH:13]=3)[CH:10]=2)[N:5]=[CH:4][N:3]=1.[CH:19]1([NH2:25])[CH2:24][CH2:23][CH2:22][CH2:21][CH2:20]1. Given the product [CH:19]1([NH:25][C:2]2[C:11]3[C:6](=[CH:7][CH:8]=[C:9]([C:12]4[CH:17]=[CH:16][C:15]([F:18])=[CH:14][CH:13]=4)[CH:10]=3)[N:5]=[CH:4][N:3]=2)[CH2:24][CH2:23][CH2:22][CH2:21][CH2:20]1, predict the reactants needed to synthesize it. (5) Given the product [Cl:1][CH2:2][C:3]1[CH:4]=[C:5]([CH:9]=[CH:10][N:11]=1)[C:6]([NH:60][C:57]1[S:58][C:59]2[C:51]([CH:46]3[CH2:47][O:48][CH2:49][CH2:50][O:45]3)=[CH:52][CH:53]=[C:54]([O:61][CH3:62])[C:55]=2[N:56]=1)=[O:8], predict the reactants needed to synthesize it. The reactants are: [Cl:1][CH2:2][C:3]1[CH:4]=[C:5]([CH:9]=[CH:10][N:11]=1)[C:6]([OH:8])=O.CN(C(ON1N=NC2C=CC=NC1=2)=[N+](C)C)C.F[P-](F)(F)(F)(F)F.C(N(C(C)C)C(C)C)C.[O:45]1[CH2:50][CH2:49][O:48][CH2:47][CH:46]1[C:51]1[C:59]2[S:58][C:57]([NH2:60])=[N:56][C:55]=2[C:54]([O:61][CH3:62])=[CH:53][CH:52]=1.C(=O)(O)[O-].[Na+]. (6) Given the product [Br:33][CH2:20][C:9]1[CH:10]=[C:11]([C:13]([C:15]2[O:16][CH:17]=[CH:18][CH:19]=2)=[O:14])[S:12][C:8]=1[C:5]1[CH:4]=[CH:3][C:2]([F:1])=[CH:7][CH:6]=1, predict the reactants needed to synthesize it. The reactants are: [F:1][C:2]1[CH:7]=[CH:6][C:5]([C:8]2[S:12][C:11]([C:13]([C:15]3[O:16][CH:17]=[CH:18][CH:19]=3)=[O:14])=[CH:10][C:9]=2[CH3:20])=[CH:4][CH:3]=1.CC(N=NC(C#N)(C)C)(C#N)C.[Br:33]N1C(=O)CCC1=O.